This data is from NCI-60 drug combinations with 297,098 pairs across 59 cell lines. The task is: Regression. Given two drug SMILES strings and cell line genomic features, predict the synergy score measuring deviation from expected non-interaction effect. Drug 1: CC1=C(C=C(C=C1)NC(=O)C2=CC=C(C=C2)CN3CCN(CC3)C)NC4=NC=CC(=N4)C5=CN=CC=C5. Synergy scores: CSS=19.1, Synergy_ZIP=11.1, Synergy_Bliss=6.28, Synergy_Loewe=-15.6, Synergy_HSA=5.25. Drug 2: CCC1=C2CN3C(=CC4=C(C3=O)COC(=O)C4(CC)O)C2=NC5=C1C=C(C=C5)O. Cell line: NCIH23.